This data is from NCI-60 drug combinations with 297,098 pairs across 59 cell lines. The task is: Regression. Given two drug SMILES strings and cell line genomic features, predict the synergy score measuring deviation from expected non-interaction effect. (1) Drug 1: CC1=C(N=C(N=C1N)C(CC(=O)N)NCC(C(=O)N)N)C(=O)NC(C(C2=CN=CN2)OC3C(C(C(C(O3)CO)O)O)OC4C(C(C(C(O4)CO)O)OC(=O)N)O)C(=O)NC(C)C(C(C)C(=O)NC(C(C)O)C(=O)NCCC5=NC(=CS5)C6=NC(=CS6)C(=O)NCCC[S+](C)C)O. Drug 2: C(CC(=O)O)C(=O)CN.Cl. Cell line: CAKI-1. Synergy scores: CSS=16.4, Synergy_ZIP=-0.752, Synergy_Bliss=-2.33, Synergy_Loewe=-2.39, Synergy_HSA=0.00201. (2) Drug 2: C1=CC(=CC=C1CC(C(=O)O)N)N(CCCl)CCCl.Cl. Drug 1: CC1=CC2C(CCC3(C2CCC3(C(=O)C)OC(=O)C)C)C4(C1=CC(=O)CC4)C. Synergy scores: CSS=48.0, Synergy_ZIP=5.39, Synergy_Bliss=7.31, Synergy_Loewe=-15.7, Synergy_HSA=7.62. Cell line: ACHN. (3) Drug 1: CC1=C2C(C(=O)C3(C(CC4C(C3C(C(C2(C)C)(CC1OC(=O)C(C(C5=CC=CC=C5)NC(=O)OC(C)(C)C)O)O)OC(=O)C6=CC=CC=C6)(CO4)OC(=O)C)O)C)O. Drug 2: CCN(CC)CCNC(=O)C1=C(NC(=C1C)C=C2C3=C(C=CC(=C3)F)NC2=O)C. Cell line: A498. Synergy scores: CSS=7.66, Synergy_ZIP=-1.34, Synergy_Bliss=3.25, Synergy_Loewe=3.31, Synergy_HSA=3.44. (4) Drug 1: CCCS(=O)(=O)NC1=C(C(=C(C=C1)F)C(=O)C2=CNC3=C2C=C(C=N3)C4=CC=C(C=C4)Cl)F. Drug 2: CN(C)N=NC1=C(NC=N1)C(=O)N. Cell line: HL-60(TB). Synergy scores: CSS=-1.50, Synergy_ZIP=11.2, Synergy_Bliss=4.61, Synergy_Loewe=-5.96, Synergy_HSA=-4.48. (5) Drug 1: C1CC(=O)NC(=O)C1N2CC3=C(C2=O)C=CC=C3N. Drug 2: CC1=CC2C(CCC3(C2CCC3(C(=O)C)OC(=O)C)C)C4(C1=CC(=O)CC4)C. Cell line: MALME-3M. Synergy scores: CSS=-1.13, Synergy_ZIP=2.66, Synergy_Bliss=2.81, Synergy_Loewe=-0.485, Synergy_HSA=-1.57. (6) Drug 1: C1CNP(=O)(OC1)N(CCCl)CCCl. Drug 2: CC(C)CN1C=NC2=C1C3=CC=CC=C3N=C2N. Cell line: UACC-257. Synergy scores: CSS=5.15, Synergy_ZIP=-0.0213, Synergy_Bliss=1.00, Synergy_Loewe=0.583, Synergy_HSA=-0.715. (7) Drug 1: CS(=O)(=O)CCNCC1=CC=C(O1)C2=CC3=C(C=C2)N=CN=C3NC4=CC(=C(C=C4)OCC5=CC(=CC=C5)F)Cl. Drug 2: COC1=C2C(=CC3=C1OC=C3)C=CC(=O)O2. Cell line: NCI-H226. Synergy scores: CSS=-3.35, Synergy_ZIP=1.18, Synergy_Bliss=-0.804, Synergy_Loewe=-3.32, Synergy_HSA=-3.47.